Dataset: Forward reaction prediction with 1.9M reactions from USPTO patents (1976-2016). Task: Predict the product of the given reaction. (1) Given the reactants [CH2:1]=O.[Cl:3][C:4]1[CH:5]=[C:6]2[C:11](=[CH:12][CH:13]=1)[CH:10]=[C:9]([S:14]([CH2:17][CH2:18][C:19]([NH:21][NH:22][CH:23]1[CH2:28][CH2:27][N:26]([C:29]3[CH:34]=[CH:33][N:32]=[CH:31][CH:30]=3)[CH2:25][CH2:24]1)=[O:20])(=[O:16])=[O:15])[CH:8]=[CH:7]2, predict the reaction product. The product is: [ClH:3].[Cl:3][C:4]1[CH:5]=[C:6]2[C:11](=[CH:12][CH:13]=1)[CH:10]=[C:9]([S:14]([CH2:17][CH2:18][C:19]([NH:21][N:22]([CH3:1])[CH:23]1[CH2:28][CH2:27][N:26]([C:29]3[CH:34]=[CH:33][N:32]=[CH:31][CH:30]=3)[CH2:25][CH2:24]1)=[O:20])(=[O:16])=[O:15])[CH:8]=[CH:7]2. (2) Given the reactants [CH3:1][C:2]1[CH:12]=[CH:11][C:5]([C:6]([N:8]=[C:9]=[S:10])=[O:7])=[CH:4][CH:3]=1.[CH2:13]([O:15][C:16]([C:18]1[CH:22]=[C:21]([NH2:23])[N:20]([C:24]([CH3:27])([CH3:26])[CH3:25])[CH:19]=1)=[O:17])[CH3:14].IN1C(=O)CCC1=O.S(S([O-])=O)([O-])(=O)=O.[Na+].[Na+], predict the reaction product. The product is: [CH2:13]([O:15][C:16]([C:18]1[C:22]2[S:10][C:9]([NH:8][C:6](=[O:7])[C:5]3[CH:4]=[CH:3][C:2]([CH3:1])=[CH:12][CH:11]=3)=[N:23][C:21]=2[N:20]([C:24]([CH3:25])([CH3:27])[CH3:26])[CH:19]=1)=[O:17])[CH3:14].